From a dataset of Reaction yield outcomes from USPTO patents with 853,638 reactions. Predict the reaction yield, written as a fraction of the theoretical maximum amount of product (1.0 means a 100% yield; for example, 0.34 means a 34% yield). (1) The reactants are [Cl:1][C:2]1[N:11]=[C:10]([N:12]2CCOCC2)[C:9]2[C:4](=[CH:5][C:6](C(OC)=O)=[CH:7][CH:8]=2)[N:3]=1.[CH2:22]1[CH2:26][O:25][CH2:24][CH2:23]1.[CH3:27][Mg]Br.C([O:33][CH2:34][CH3:35])(=O)C. No catalyst specified. The product is [Cl:1][C:2]1[N:11]=[C:10]([N:12]2[CH2:22][CH2:26][O:25][CH2:24][CH2:23]2)[C:9]2[C:4](=[CH:5][C:6]([C:34]([OH:33])([CH3:35])[CH3:27])=[CH:7][CH:8]=2)[N:3]=1. The yield is 0.560. (2) The reactants are [C:1]1([C:7]2[C:11]([CH2:12][CH2:13][CH2:14][OH:15])=[CH:10][N:9]([C:16]3[CH:21]=[CH:20][C:19]([C:22]([F:25])([F:24])[F:23])=[CH:18][N:17]=3)[N:8]=2)[CH:6]=[CH:5][CH:4]=[CH:3][CH:2]=1.O[C:27]1[CH:32]=[CH:31][CH:30]=[CH:29][C:28]=1[CH2:33][C:34]([O:36]C)=[O:35].C(P(CCCC)CCCC)CCC.N(C(N1CCCCC1)=O)=NC(N1CCCCC1)=O. The catalyst is O1CCCC1. The product is [C:1]1([C:7]2[C:11]([CH2:12][CH2:13][CH2:14][O:15][C:27]3[CH:32]=[CH:31][CH:30]=[CH:29][C:28]=3[CH2:33][C:34]([OH:36])=[O:35])=[CH:10][N:9]([C:16]3[CH:21]=[CH:20][C:19]([C:22]([F:24])([F:23])[F:25])=[CH:18][N:17]=3)[N:8]=2)[CH:2]=[CH:3][CH:4]=[CH:5][CH:6]=1. The yield is 0.740. (3) The reactants are [NH2:1][C:2]1[CH:3]=[C:4]([CH:16]=[CH:17][CH:18]=1)[O:5][C:6]1[CH:11]=[CH:10][N:9]=[C:8]2[NH:12][C:13](=[O:15])[NH:14][C:7]=12.[F:19][C:20]([F:33])([F:32])[O:21][C:22]1[CH:23]=[C:24]([CH:28]=[C:29]([Cl:31])[CH:30]=1)[C:25](Cl)=[O:26]. No catalyst specified. The product is [O:15]=[C:13]1[NH:12][C:8]2=[N:9][CH:10]=[CH:11][C:6]([O:5][C:4]3[CH:3]=[C:2]([NH:1][C:25](=[O:26])[C:24]4[CH:28]=[C:29]([Cl:31])[CH:30]=[C:22]([O:21][C:20]([F:33])([F:19])[F:32])[CH:23]=4)[CH:18]=[CH:17][CH:16]=3)=[C:7]2[NH:14]1. The yield is 0.389. (4) The reactants are [CH3:1][N:2]1[C:6]([C:7](Cl)=[O:8])=[CH:5][C:4]([CH3:10])=[N:3]1.C1COCC1.[C:16]([C:18]1[CH:19]=[C:20]([NH2:24])[CH:21]=[CH:22][CH:23]=1)#[CH:17]. The catalyst is CCN(CC)CC. The product is [C:16]([C:18]1[CH:19]=[C:20]([NH:24][C:7]([C:6]2[N:2]([CH3:1])[N:3]=[C:4]([CH3:10])[CH:5]=2)=[O:8])[CH:21]=[CH:22][CH:23]=1)#[CH:17]. The yield is 0.720.